Dataset: Forward reaction prediction with 1.9M reactions from USPTO patents (1976-2016). Task: Predict the product of the given reaction. (1) The product is: [CH3:21][C:22]1([CH3:37])[C:26]2=[N:27][CH:28]=[C:29]([N:31]3[CH2:36][CH2:35][O:34][CH2:33][CH2:32]3)[CH:30]=[C:25]2[N:24]([C:2]2[C:11]3[C:6](=[CH:7][C:8]([F:12])=[CH:9][CH:10]=3)[N:5]=[C:4]([C:13]3[CH:18]=[C:17]([CH3:19])[CH:16]=[CH:15][N:14]=3)[C:3]=2[CH3:20])[CH2:23]1. Given the reactants Cl[C:2]1[C:11]2[C:6](=[CH:7][C:8]([F:12])=[CH:9][CH:10]=2)[N:5]=[C:4]([C:13]2[CH:18]=[C:17]([CH3:19])[CH:16]=[CH:15][N:14]=2)[C:3]=1[CH3:20].[CH3:21][C:22]1([CH3:37])[C:26]2=[N:27][CH:28]=[C:29]([N:31]3[CH2:36][CH2:35][O:34][CH2:33][CH2:32]3)[CH:30]=[C:25]2[NH:24][CH2:23]1.CC(C1C=C(C(C)C)C(C2C=CC=CC=2P(C2CCCCC2)C2CCCCC2)=C(C(C)C)C=1)C.CC(C)([O-])C.[Na+], predict the reaction product. (2) Given the reactants [CH3:1][S:2]([C:5]1[CH:27]=[CH:26][C:8]([CH2:9][CH:10]2[CH2:15][CH:14]([C:16]3[O:20][NH:19][C:18](=[O:21])[CH:17]=3)[CH2:13][CH2:12][N:11]2[C:22]([O:24][CH3:25])=[O:23])=[CH:7][CH:6]=1)(=[O:4])=[O:3].CCCCCCC.CC(O)C.CCCCCCC.CCO, predict the reaction product. The product is: [CH3:1][S:2]([C:5]1[CH:27]=[CH:26][C:8]([CH2:9][C@H:10]2[CH2:15][C@@H:14]([C:16]3[O:20][NH:19][C:18](=[O:21])[CH:17]=3)[CH2:13][CH2:12][N:11]2[C:22]([O:24][CH3:25])=[O:23])=[CH:7][CH:6]=1)(=[O:4])=[O:3]. (3) The product is: [F:1][C:2]1[C:7]([F:8])=[CH:6][CH:5]=[CH:4][C:3]=1[C:9]1[CH:14]=[C:13]([O:15][CH2:16][C:17]#[C:18][CH2:19][F:21])[N:12]=[CH:11][N:10]=1. Given the reactants [F:1][C:2]1[C:7]([F:8])=[CH:6][CH:5]=[CH:4][C:3]=1[C:9]1[CH:14]=[C:13]([O:15][CH2:16][C:17]#[C:18][CH2:19]O)[N:12]=[CH:11][N:10]=1.[F:21]C1(F)N(C)CCN1C.O, predict the reaction product. (4) Given the reactants [CH:1]1([C:4]2[CH:9]=[C:8]([O:10][CH3:11])[C:7]([N+:12]([O-])=O)=[CH:6][N:5]=2)[CH2:3][CH2:2]1.CO.[BH4-].[Na+], predict the reaction product. The product is: [CH:1]1([C:4]2[N:5]=[CH:6][C:7]([NH2:12])=[C:8]([O:10][CH3:11])[CH:9]=2)[CH2:3][CH2:2]1. (5) Given the reactants [CH2:1]([N:3]([C:31](=O)[C:32]1[CH:37]=[CH:36][C:35]([OH:38])=[C:34]([F:39])[CH:33]=1)[C:4]1[CH:9]=[C:8]([O:10][CH3:11])[C:7]([O:12][CH3:13])=[CH:6][C:5]=1[C@@H:14]1[CH2:23][CH2:22][C:21]2[CH:20]=[C:19]([O:24]C(=O)C(C)(C)C)[CH:18]=[CH:17][C:16]=2[CH2:15]1)[CH3:2].Cl[CH2:42][C:43]([N:45]1[CH2:50][CH2:49][CH:48]([CH3:51])[CH2:47][CH2:46]1)=O, predict the reaction product. The product is: [CH2:1]([N:3]([CH2:31][C:32]1[CH:37]=[CH:36][C:35]([O:38][CH2:42][CH2:43][N:45]2[CH2:50][CH2:49][CH:48]([CH3:51])[CH2:47][CH2:46]2)=[C:34]([F:39])[CH:33]=1)[C:4]1[CH:9]=[C:8]([O:10][CH3:11])[C:7]([O:12][CH3:13])=[CH:6][C:5]=1[C@@H:14]1[CH2:23][CH2:22][C:21]2[CH:20]=[C:19]([OH:24])[CH:18]=[CH:17][C:16]=2[CH2:15]1)[CH3:2]. (6) Given the reactants [NH2:1][C:2]1[CH:3]=[C:4]([OH:9])[CH:5]=[CH:6][C:7]=1[Cl:8].[C:10](O)(=[O:13])[CH2:11][SH:12].[Al], predict the reaction product. The product is: [Cl:8][C:7]1[CH:6]=[CH:5][C:4]([OH:9])=[CH:3][C:2]=1[NH:1][C:10](=[O:13])[CH2:11][SH:12]. (7) Given the reactants I[C:2]1[C:10]2OC=[CH:7][C:6]=2[CH:5]=[C:4]([S:11]([NH:14][C:15]2[CH:20]=[C:19]([CH3:21])[CH:18]=[CH:17][C:16]=2OC)(=[O:13])=[O:12])[CH:3]=1.[C:24](=[O:28])(OC)N.S([O-])(=O)(=O)C.[OH:34][CH:35]1[CH2:40][CH2:39][NH:38][CH2:37][CH2:36]1.[OH:41][C:42]1C2OC=CC=2C=C(S(NC2C=C(C)C=CC=2OC)(=O)=O)C=1, predict the reaction product. The product is: [NH:38]1[CH2:39][CH2:40][CH:35]([O:34][C:17]2[C:18]3[O:41][CH:42]=[CH:21][C:19]=3[CH:20]=[C:15]([NH:14][S:11]([C:4]3[CH:5]=[C:6]([CH3:7])[CH:10]=[CH:2][C:3]=3[O:28][CH3:24])(=[O:12])=[O:13])[CH:16]=2)[CH2:36][CH2:37]1.